From a dataset of Full USPTO retrosynthesis dataset with 1.9M reactions from patents (1976-2016). Predict the reactants needed to synthesize the given product. (1) Given the product [Cl:17][C:11]1[N:6]2[N:5]=[C:4]([CH:1]3[CH2:3][CH2:2]3)[N:14]=[C:7]2[N:8]=[C:9]([CH3:13])[CH:10]=1, predict the reactants needed to synthesize it. The reactants are: [CH:1]1([C:4]2[N:14]=[C:7]3[N:8]=[C:9]([CH3:13])[CH:10]=[C:11](O)[N:6]3[N:5]=2)[CH2:3][CH2:2]1.P(Cl)(Cl)([Cl:17])=O.C([O-])([O-])=O.[Na+].[Na+]. (2) Given the product [I:1][C:2]1[CH:3]=[CH:4][C:5]([CH3:9])=[C:6]([NH:8][C:10](=[O:12])[CH3:11])[CH:7]=1, predict the reactants needed to synthesize it. The reactants are: [I:1][C:2]1[CH:3]=[CH:4][C:5]([CH3:9])=[C:6]([NH2:8])[CH:7]=1.[C:10](OC(=O)C)(=[O:12])[CH3:11]. (3) Given the product [CH:16]1[CH:15]=[CH:14][C:13]([P:7]([C:1]2[CH:6]=[CH:5][CH:4]=[CH:3][CH:2]=2)[C-:8]2[CH:12]=[CH:11][CH:10]=[CH:9]2)=[CH:18][CH:17]=1.[CH:34]1[CH:33]=[CH:32][C:31]([P:24]([C:25]2[CH:30]=[CH:29][CH:28]=[CH:27][CH:26]=2)[C-:19]2[CH:23]=[CH:22][CH:21]=[CH:20]2)=[CH:36][CH:35]=1.[Cl:38][Pd:39][Cl:40].[Fe+2:37], predict the reactants needed to synthesize it. The reactants are: [C:1]1([P:7]([C:13]2[CH:18]=[CH:17][CH:16]=[CH:15][CH:14]=2)[C-:8]2[CH:12]=[CH:11][CH:10]=[CH:9]2)[CH:6]=[CH:5][CH:4]=[CH:3][CH:2]=1.[C-:19]1([P:24]([C:31]2[CH:36]=[CH:35][CH:34]=[CH:33][CH:32]=2)[C:25]2[CH:30]=[CH:29][CH:28]=[CH:27][CH:26]=2)[CH:23]=[CH:22][CH:21]=[CH:20]1.[Fe+2:37].[Cl:38][Pd:39][Cl:40]. (4) Given the product [Cl:36][C:16]1[C:15]2[C:20](=[CH:21][CH:22]=[C:13]([C:5]([C:7]3[N:11]([CH3:12])[N:10]=[N:9][CH:8]=3)([CH:3]3[CH2:4][N:1]([CH3:39])[CH2:2]3)[OH:6])[CH:14]=2)[N:19]=[C:18]([O:23][CH3:24])[C:17]=1[CH2:25][C:26]1[CH:27]=[CH:28][C:29]([C:32]([F:33])([F:35])[F:34])=[CH:30][CH:31]=1, predict the reactants needed to synthesize it. The reactants are: [NH:1]1[CH2:4][CH:3]([C:5]([C:13]2[CH:14]=[C:15]3[C:20](=[CH:21][CH:22]=2)[N:19]=[C:18]([O:23][CH3:24])[C:17]([CH2:25][C:26]2[CH:31]=[CH:30][C:29]([C:32]([F:35])([F:34])[F:33])=[CH:28][CH:27]=2)=[C:16]3[Cl:36])([C:7]2[N:11]([CH3:12])[N:10]=[N:9][CH:8]=2)[OH:6])[CH2:2]1.C=O.[C:39](O)(=O)C.C([BH3-])#N.[Na+]. (5) Given the product [CH3:37][O:36][C:28]1[CH:27]=[C:26]([C:24]2[CH:23]=[C:22]([CH3:38])[N:21]=[C:20]([C:18]3[CH:17]=[CH:16][N:15]=[C:14]([C:11]4[S:10][C:9]([S:6]([NH2:5])(=[O:7])=[O:8])=[CH:13][CH:12]=4)[CH:19]=3)[CH:25]=2)[CH:31]=[CH:30][C:29]=1[C:32]([F:35])([F:33])[F:34], predict the reactants needed to synthesize it. The reactants are: C([NH:5][S:6]([C:9]1[S:10][C:11]([C:14]2[CH:19]=[C:18]([C:20]3[CH:25]=[C:24]([C:26]4[CH:31]=[CH:30][C:29]([C:32]([F:35])([F:34])[F:33])=[C:28]([O:36][CH3:37])[CH:27]=4)[CH:23]=[C:22]([CH3:38])[N:21]=3)[CH:17]=[CH:16][N:15]=2)=[CH:12][CH:13]=1)(=[O:8])=[O:7])(C)(C)C.C(O)(C(F)(F)F)=O. (6) Given the product [F:21][C:17]1[C:18]([F:20])=[CH:19][C:14]([NH:1][C:2]2[S:6][C:5]3[CH:7]=[CH:8][CH:9]=[CH:10][C:4]=3[C:3]=2[C:11]#[N:12])=[C:15]([N+:22]([O-:24])=[O:23])[CH:16]=1, predict the reactants needed to synthesize it. The reactants are: [NH2:1][C:2]1[S:6][C:5]2[CH:7]=[CH:8][CH:9]=[CH:10][C:4]=2[C:3]=1[C:11]#[N:12].F[C:14]1[CH:19]=[C:18]([F:20])[C:17]([F:21])=[CH:16][C:15]=1[N+:22]([O-:24])=[O:23].[H-].[Na+]. (7) Given the product [F:36][C:37]([F:56])([F:55])[S:38]([O:11][C:12]1[CH2:17][CH2:16][CH:15]([O:18][CH2:19][CH:20]2[CH2:21][CH2:22][N:23]([C:26]([O:28][CH2:29][C:30]3[CH:31]=[CH:32][CH:33]=[CH:34][CH:35]=3)=[O:27])[CH2:24][CH2:25]2)[CH2:14][CH:13]=1)(=[O:40])=[O:39], predict the reactants needed to synthesize it. The reactants are: [Li+].C[Si]([N-][Si](C)(C)C)(C)C.[O:11]=[C:12]1[CH2:17][CH2:16][CH:15]([O:18][CH2:19][CH:20]2[CH2:25][CH2:24][N:23]([C:26]([O:28][CH2:29][C:30]3[CH:35]=[CH:34][CH:33]=[CH:32][CH:31]=3)=[O:27])[CH2:22][CH2:21]2)[CH2:14][CH2:13]1.[F:36][C:37]([F:56])([F:55])[S:38](N(C1C=CC=CC=1)[S:38]([C:37]([F:56])([F:55])[F:36])(=[O:40])=[O:39])(=[O:40])=[O:39].